The task is: Predict the product of the given reaction.. This data is from Forward reaction prediction with 1.9M reactions from USPTO patents (1976-2016). (1) The product is: [CH3:9][O:8][C:4]1[CH:3]=[C:2]([CH:41]=[CH:40][C:39]([O:43][CH3:44])=[O:42])[CH:7]=[N:6][CH:5]=1. Given the reactants Br[C:2]1[CH:3]=[C:4]([O:8][CH3:9])[CH:5]=[N:6][CH:7]=1.CC1C=CC=CC=1P(C1C=CC=CC=1C)C1C=CC=CC=1C.C(N(CC)CC)C.[C:39]([O:43][CH3:44])(=[O:42])[CH:40]=[CH2:41], predict the reaction product. (2) Given the reactants C([C:3]1[C:4](Br)=[N:5][CH:6]=[C:7]([CH3:9])[CH:8]=1)C.Br[C:12]([F:19])([F:18])[C:13]([O:15][CH2:16][CH3:17])=[O:14], predict the reaction product. The product is: [F:18][C:12]([F:19])([C:4]1[CH:3]=[CH:8][C:7]([CH3:9])=[CH:6][N:5]=1)[C:13]([O:15][CH2:16][CH3:17])=[O:14]. (3) Given the reactants [Cl:1][C:2]1[CH:20]=[C:19]([OH:21])[CH:18]=[C:17]([Cl:22])[C:3]=1[CH2:4][C@@H:5]1[CH2:9][CH2:8][N:7]([CH:10]2[CH2:15][CH2:14][O:13][CH2:12][CH2:11]2)[C:6]1=[O:16].[F:23][C:24]([F:37])([F:36])[S:25](O[S:25]([C:24]([F:37])([F:36])[F:23])(=[O:27])=[O:26])(=[O:27])=[O:26], predict the reaction product. The product is: [Cl:1][C:2]1[CH:20]=[C:19]([O:21][S:25]([C:24]([F:37])([F:36])[F:23])(=[O:27])=[O:26])[CH:18]=[C:17]([Cl:22])[C:3]=1[CH2:4][C@@H:5]1[CH2:9][CH2:8][N:7]([CH:10]2[CH2:15][CH2:14][O:13][CH2:12][CH2:11]2)[C:6]1=[O:16].